Task: Predict the reaction yield, written as a fraction of the theoretical maximum amount of product (1.0 means a 100% yield; for example, 0.34 means a 34% yield).. Dataset: Reaction yield outcomes from USPTO patents with 853,638 reactions The product is [Cl:1][C:2]1[CH:3]=[C:4]([CH:8]=[CH:9][N:10]=1)[C:5]([NH:11][C:12]1[CH:17]=[CH:16][CH:15]=[CH:14][CH:13]=1)=[O:6]. The reactants are [Cl:1][C:2]1[CH:3]=[C:4]([CH:8]=[CH:9][N:10]=1)[C:5](Cl)=[O:6].[NH2:11][C:12]1[CH:17]=[CH:16][CH:15]=[CH:14][CH:13]=1.CCN(C(C)C)C(C)C.O. The catalyst is ClCCCl. The yield is 0.920.